Dataset: Reaction yield outcomes from USPTO patents with 853,638 reactions. Task: Predict the reaction yield, written as a fraction of the theoretical maximum amount of product (1.0 means a 100% yield; for example, 0.34 means a 34% yield). (1) The reactants are BrCCBr.C[Si](Cl)(C)C.[CH3:10][O:11][C:12](=[O:21])/[C:13](/I)=[CH:14]\[CH:15]1[CH2:19][CH2:18][CH2:17][CH2:16]1.C1(P(C2C=CC=CC=2)C2C=CC=CC=2)C=CC=CC=1.Br[C:42]1[CH:47]=[CH:46][C:45]([N:48]2[C:52]([CH3:53])=[N:51][N:50]=[N:49]2)=[C:44]([S:54]([CH3:57])(=[O:56])=[O:55])[CH:43]=1.[Cl-].[NH4+]. The catalyst is O1CCCC1.[Zn].C1C=CC(/C=C/C(/C=C/C2C=CC=CC=2)=O)=CC=1.C1C=CC(/C=C/C(/C=C/C2C=CC=CC=2)=O)=CC=1.[Pd]. The product is [CH3:10][O:11][C:12](=[O:21])/[C:13](/[C:42]1[CH:47]=[CH:46][C:45]([N:48]2[C:52]([CH3:53])=[N:51][N:50]=[N:49]2)=[C:44]([S:54]([CH3:57])(=[O:56])=[O:55])[CH:43]=1)=[CH:14]/[CH:15]1[CH2:19][CH2:18][CH2:17][CH2:16]1. The yield is 0.780. (2) The reactants are Br[C:2]1[CH:3]=[C:4]([F:10])[C:5]([Cl:9])=[C:6]([F:8])[CH:7]=1.[CH3:11][C:12]1([CH3:28])[C:16]([CH3:18])([CH3:17])[O:15][B:14]([B:14]2[O:15][C:16]([CH3:18])([CH3:17])[C:12]([CH3:28])([CH3:11])[O:13]2)[O:13]1.C([O-])(=O)C.[K+]. The catalyst is CS(C)=O.C(OCC)(=O)C.Cl[Pd]Cl. The product is [Cl:9][C:5]1[C:4]([F:10])=[CH:3][C:2]([B:14]2[O:15][C:16]([CH3:18])([CH3:17])[C:12]([CH3:28])([CH3:11])[O:13]2)=[CH:7][C:6]=1[F:8]. The yield is 0.690. (3) The yield is 0.760. The product is [Cl:1][CH2:2][C:3]([NH:11][C:10]1[CH:12]=[CH:13][C:7]([F:6])=[CH:8][CH:9]=1)=[O:4]. The catalyst is C1(C)C=CC=CC=1. The reactants are [Cl:1][CH2:2][C:3](Cl)=[O:4].[F:6][C:7]1[CH:13]=[CH:12][C:10]([NH2:11])=[CH:9][CH:8]=1.O.